Dataset: Catalyst prediction with 721,799 reactions and 888 catalyst types from USPTO. Task: Predict which catalyst facilitates the given reaction. Reactant: [Cl:1][C:2]1[CH:3]=[C:4]([NH:9][C:10]2[C:19]3[C:14](=[CH:15][C:16]([O:25][CH3:26])=[C:17]([O:20][CH2:21][CH2:22][CH2:23]Cl)[CH:18]=3)[N:13]=[CH:12][N:11]=2)[CH:5]=[CH:6][C:7]=1[F:8].C([O-])([O-])=O.[K+].[K+].[CH2:33]([N:35]1[CH2:43][CH:42]2[CH:37]([NH:38][CH2:39][CH2:40][CH2:41]2)[CH2:36]1)[CH3:34]. Product: [Cl:1][C:2]1[CH:3]=[C:4]([NH:9][C:10]2[C:19]3[C:14](=[CH:15][C:16]([O:25][CH3:26])=[C:17]([O:20][CH2:21][CH2:22][CH2:23][N:38]4[CH2:39][CH2:40][CH2:41][CH:42]5[CH2:43][N:35]([CH2:33][CH3:34])[CH2:36][CH:37]45)[CH:18]=3)[N:13]=[CH:12][N:11]=2)[CH:5]=[CH:6][C:7]=1[F:8]. The catalyst class is: 3.